Dataset: Merck oncology drug combination screen with 23,052 pairs across 39 cell lines. Task: Regression. Given two drug SMILES strings and cell line genomic features, predict the synergy score measuring deviation from expected non-interaction effect. (1) Drug 2: CCc1cnn2c(NCc3ccc[n+]([O-])c3)cc(N3CCCCC3CCO)nc12. Cell line: NCIH460. Synergy scores: synergy=1.97. Drug 1: COc1cccc2c1C(=O)c1c(O)c3c(c(O)c1C2=O)CC(O)(C(=O)CO)CC3OC1CC(N)C(O)C(C)O1. (2) Drug 1: CCC1(O)CC2CN(CCc3c([nH]c4ccccc34)C(C(=O)OC)(c3cc4c(cc3OC)N(C)C3C(O)(C(=O)OC)C(OC(C)=O)C5(CC)C=CCN6CCC43C65)C2)C1. Drug 2: CCc1cnn2c(NCc3ccc[n+]([O-])c3)cc(N3CCCCC3CCO)nc12. Cell line: SW837. Synergy scores: synergy=-19.2. (3) Drug 1: CN(C)C(=N)N=C(N)N. Drug 2: CCc1cnn2c(NCc3ccc[n+]([O-])c3)cc(N3CCCCC3CCO)nc12. Cell line: OV90. Synergy scores: synergy=-14.5. (4) Drug 1: CCC1=CC2CN(C1)Cc1c([nH]c3ccccc13)C(C(=O)OC)(c1cc3c(cc1OC)N(C)C1C(O)(C(=O)OC)C(OC(C)=O)C4(CC)C=CCN5CCC31C54)C2. Drug 2: Cn1nnc2c(C(N)=O)ncn2c1=O. Cell line: SW620. Synergy scores: synergy=5.45. (5) Drug 1: COc1cc(C2c3cc4c(cc3C(OC3OC5COC(C)OC5C(O)C3O)C3COC(=O)C23)OCO4)cc(OC)c1O. Drug 2: O=C(O)C1(Cc2cccc(Nc3nccs3)n2)CCC(Oc2cccc(Cl)c2F)CC1. Cell line: UWB1289. Synergy scores: synergy=12.5. (6) Cell line: MSTO. Synergy scores: synergy=-1.80. Drug 1: CCN(CC)CCNC(=O)c1c(C)[nH]c(C=C2C(=O)Nc3ccc(F)cc32)c1C. Drug 2: CCc1cnn2c(NCc3ccc[n+]([O-])c3)cc(N3CCCCC3CCO)nc12. (7) Drug 1: O=c1[nH]cc(F)c(=O)[nH]1. Drug 2: NC(=O)c1cccc2cn(-c3ccc(C4CCCNC4)cc3)nc12. Cell line: DLD1. Synergy scores: synergy=0.814.